This data is from Forward reaction prediction with 1.9M reactions from USPTO patents (1976-2016). The task is: Predict the product of the given reaction. (1) Given the reactants [CH3:1][O:2][C:3]1[CH:4]=[C:5]2[C:10](=[CH:11][C:12]=1[O:13][CH3:14])[N:9]=[CH:8][CH:7]=[C:6]2[O:15][C:16]1[CH:22]=[CH:21][C:19]([NH2:20])=[CH:18][CH:17]=1.C(N(CC)CC)C.ClC(Cl)(O[C:34](=[O:40])OC(Cl)(Cl)Cl)Cl.Cl.[Br:43][C:44]1[CH:45]=[C:46]([C@H:50]([NH2:52])[CH3:51])[CH:47]=[CH:48][CH:49]=1, predict the reaction product. The product is: [Br:43][C:44]1[CH:45]=[C:46]([C@H:50]([NH:52][C:34]([NH:20][C:19]2[CH:21]=[CH:22][C:16]([O:15][C:6]3[C:5]4[C:10](=[CH:11][C:12]([O:13][CH3:14])=[C:3]([O:2][CH3:1])[CH:4]=4)[N:9]=[CH:8][CH:7]=3)=[CH:17][CH:18]=2)=[O:40])[CH3:51])[CH:47]=[CH:48][CH:49]=1. (2) Given the reactants Cl[C:2]1[N:7]=[C:6]([NH:8][C@@H:9]2[CH2:14][CH2:13][CH2:12][N:11]([C:15](=[O:18])[CH:16]=[CH2:17])[CH2:10]2)[C:5]([F:19])=[CH:4][N:3]=1.C([O-])([O-])=O.[Cs+].[Cs+].[CH3:26][C:27]1([CH3:40])[C:35]2[C:30](=[CH:31][C:32]([NH2:36])=[CH:33][CH:34]=2)[C:29]([CH3:38])([CH3:37])[N:28]1[CH3:39].CN(C1C(C2C(P(C3CCCCC3)C3CCCCC3)=CC=CC=2)=CC=CC=1)C, predict the reaction product. The product is: [F:19][C:5]1[C:6]([NH:8][C@@H:9]2[CH2:14][CH2:13][CH2:12][N:11]([C:15](=[O:18])[CH:16]=[CH2:17])[CH2:10]2)=[N:7][C:2]([NH:36][C:32]2[CH:31]=[C:30]3[C:35](=[CH:34][CH:33]=2)[C:27]([CH3:26])([CH3:40])[N:28]([CH3:39])[C:29]3([CH3:38])[CH3:37])=[N:3][CH:4]=1. (3) Given the reactants [Cl:1][C:2]1[CH:3]=[C:4]([C:12]2[O:16][N:15]=[C:14]([C:17]3[CH:18]=[CH:19][CH:20]=[C:21]4[C:25]=3[NH:24][CH:23]=[C:22]4[CH:26]=O)[N:13]=2)[CH:5]=[CH:6][C:7]=1[O:8][CH:9]([CH3:11])[CH3:10].[NH2:28][C@H:29]([C:31]([O:33]C)=[O:32])[CH3:30].[BH-](OC(C)=O)(OC(C)=O)O[C:37](C)=O.[Na+].C=O, predict the reaction product. The product is: [Cl:1][C:2]1[CH:3]=[C:4]([C:12]2[O:16][N:15]=[C:14]([C:17]3[CH:18]=[CH:19][CH:20]=[C:21]4[C:25]=3[NH:24][CH:23]=[C:22]4[CH2:26][N:28]([CH3:37])[C@H:29]([C:31]([OH:33])=[O:32])[CH3:30])[N:13]=2)[CH:5]=[CH:6][C:7]=1[O:8][CH:9]([CH3:11])[CH3:10].